From a dataset of CYP1A2 inhibition data for predicting drug metabolism from PubChem BioAssay. Regression/Classification. Given a drug SMILES string, predict its absorption, distribution, metabolism, or excretion properties. Task type varies by dataset: regression for continuous measurements (e.g., permeability, clearance, half-life) or binary classification for categorical outcomes (e.g., BBB penetration, CYP inhibition). Dataset: cyp1a2_veith. (1) The compound is CCCS(=O)(=O)N1CCC(C(=O)NCCCOC)CC1. The result is 0 (non-inhibitor). (2) The compound is CN(C)c1ccc(-c2ccc3ncnc(NC4CC4)c3c2)cc1. The result is 1 (inhibitor). (3) The result is 0 (non-inhibitor). The molecule is COc1ccccc1CN1CCC2(CC1)CCN(S(=O)(=O)c1ccccc1)CC2. (4) The compound is CCc1cc2c(nc1CC)CCN(CC/C(C)=N/OCC[C@@H]1C=C[C@H](OC(C)=O)[C@H](COC(C)=O)O1)C2. The result is 0 (non-inhibitor). (5) The drug is CO[C@@H]1/C=C\O[C@]2(C)Oc3c(C)c(O)c4c(O)c(cc(O)c4c3C2=O)NC(=O)/C(C)=C\C=C/[C@H](C)[C@@H](O)[C@H](C)[C@H](O)[C@H](C)[C@H](OC(C)=O)[C@@H]1C. The result is 0 (non-inhibitor). (6) The result is 0 (non-inhibitor). The drug is COC(=O)N1CCC2(CCCN(C)C2)CC1. (7) The drug is c1ccc2nc(-c3ccncc3)ccc2c1. The result is 1 (inhibitor).